Dataset: Full USPTO retrosynthesis dataset with 1.9M reactions from patents (1976-2016). Task: Predict the reactants needed to synthesize the given product. (1) The reactants are: C[O:2][C:3](=[O:27])[CH2:4][C:5]1[CH:6]=[C:7]([C:13]2[CH:18]=[CH:17][C:16]([C:19]([F:22])([F:21])[F:20])=[CH:15][C:14]=2[CH2:23][NH:24][CH2:25][CH3:26])[C:8]([O:11][CH3:12])=[CH:9][CH:10]=1.[Cl:28][C:29]1[CH:39]=[CH:38][C:32]([O:33][CH2:34][C:35](Cl)=[O:36])=[CH:31][CH:30]=1. Given the product [Cl:28][C:29]1[CH:39]=[CH:38][C:32]([O:33][CH2:34][C:35]([N:24]([CH2:23][C:14]2[CH:15]=[C:16]([C:19]([F:21])([F:22])[F:20])[CH:17]=[CH:18][C:13]=2[C:7]2[C:8]([O:11][CH3:12])=[CH:9][CH:10]=[C:5]([CH2:4][C:3]([OH:27])=[O:2])[CH:6]=2)[CH2:25][CH3:26])=[O:36])=[CH:31][CH:30]=1, predict the reactants needed to synthesize it. (2) Given the product [S:3]1[CH2:5][CH2:6][S:1][CH:2]1[CH2:7][C:8]([O:10][CH3:12])=[O:9].[S:37]1[CH2:36][CH2:35][CH2:34][S:38][CH:24]1[CH2:23][C:22]([O:21][CH3:20])=[O:28], predict the reactants needed to synthesize it. The reactants are: [S:1]1[CH2:6][CH2:5]C[S:3][CH:2]1[CH2:7][C:8]([OH:10])=[O:9].S1CCS[CH:12]1CC(O)=O.[CH3:20][O:21][CH:22]([O:28]C)[CH2:23][C:24](OC)=O.C(S)CS.[CH2:34]([SH:38])[CH2:35][CH2:36][SH:37]. (3) Given the product [NH2:4][C:3]1[CH:5]=[CH:6][C:7]([C:10]#[N:11])=[CH:8][C:2]=1[F:1], predict the reactants needed to synthesize it. The reactants are: [F:1][C:2]1[CH:8]=[C:7](I)[CH:6]=[CH:5][C:3]=1[NH2:4].[C:10]([Cu])#[N:11].CCOC(C)=O.Cl. (4) Given the product [CH3:23][C:22]1[O:21][C:20]([C:24]2[CH:29]=[CH:28][C:27]([C:30]([F:32])([F:31])[F:33])=[CH:26][CH:25]=2)=[N:19][C:18]=1[CH2:17][CH2:16][O:15][C:11]1[CH:10]=[C:9]2[C:14](=[CH:13][CH:12]=1)[N:6]([CH2:5][C:4]([OH:34])=[O:3])[CH:7]=[CH:8]2, predict the reactants needed to synthesize it. The reactants are: C([O:3][C:4](=[O:34])[CH2:5][N:6]1[C:14]2[C:9](=[CH:10][C:11]([O:15][CH2:16][CH2:17][C:18]3[N:19]=[C:20]([C:24]4[CH:29]=[CH:28][C:27]([C:30]([F:33])([F:32])[F:31])=[CH:26][CH:25]=4)[O:21][C:22]=3[CH3:23])=[CH:12][CH:13]=2)[CH:8]=[CH:7]1)C.[OH-].[Na+].Cl.